Dataset: Full USPTO retrosynthesis dataset with 1.9M reactions from patents (1976-2016). Task: Predict the reactants needed to synthesize the given product. (1) Given the product [CH2:9]([N:11]1[C:15]2[N:16]=[CH:17][C:18]([CH:27]=[N:8][CH2:1][C:2]3[CH:7]=[CH:6][CH:5]=[CH:4][CH:3]=3)=[C:19]([NH:20][CH:21]3[CH2:26][CH2:25][O:24][CH2:23][CH2:22]3)[C:14]=2[CH:13]=[N:12]1)[CH3:10], predict the reactants needed to synthesize it. The reactants are: [CH2:1]([NH2:8])[C:2]1[CH:7]=[CH:6][CH:5]=[CH:4][CH:3]=1.[CH2:9]([N:11]1[C:15]2=[N:16][CH:17]=[C:18]([CH:27]=O)[C:19]([NH:20][CH:21]3[CH2:26][CH2:25][O:24][CH2:23][CH2:22]3)=[C:14]2[CH:13]=[N:12]1)[CH3:10]. (2) The reactants are: [C:1]([C:3]1[CH:7]=[CH:6][S:5][C:4]=1[C:8](Cl)=[O:9])#[N:2].C[Si]([C:15]([Si](C)(C)C)([C:19]([O-:21])=[O:20])[C:16]([O-:18])=[O:17])(C)C.CCN([CH2:31][CH3:32])CC.[Li+].[Br-].OS(O)(=O)=O.[CH3:40]C#N. Given the product [C:1]([C:3]1[CH:7]=[CH:6][S:5][C:4]=1[C:8](=[O:9])[CH2:15][C:16]([OH:18])=[O:17])#[N:2].[C:1]([C:3]1[CH:7]=[CH:6][S:5][C:4]=1[C:8]1[O:9][C:31]([CH3:32])([CH3:40])[O:21][C:19](=[O:20])[CH:15]=1)#[N:2], predict the reactants needed to synthesize it. (3) The reactants are: N(C(OCC)=O)=NC(OCC)=O.[Cl:13][C:14]1[CH:15]=[C:16]([CH3:35])[C:17]2[NH:18][C:19](=[O:34])[C:20]3[CH:30]=[C:29]([CH2:31][CH2:32][OH:33])[CH:28]=[N:27][C:21]=3[N:22]([CH2:25][CH3:26])[C:23]=2[N:24]=1.O[C:37]1[C:46]2[C:41](=[CH:42][CH:43]=[CH:44][CH:45]=2)[N:40]=[CH:39][CH:38]=1.C1C=CC(P(C2C=CC=CC=2)C2C=CC=CC=2)=CC=1. Given the product [Cl:13][C:14]1[CH:15]=[C:16]([CH3:35])[C:17]2[NH:18][C:19](=[O:34])[C:20]3[CH:30]=[C:29]([CH2:31][CH2:32][O:33][C:37]4[C:46]5[C:41](=[CH:42][CH:43]=[CH:44][CH:45]=5)[N:40]=[CH:39][CH:38]=4)[CH:28]=[N:27][C:21]=3[N:22]([CH2:25][CH3:26])[C:23]=2[N:24]=1, predict the reactants needed to synthesize it.